From a dataset of Full USPTO retrosynthesis dataset with 1.9M reactions from patents (1976-2016). Predict the reactants needed to synthesize the given product. (1) Given the product [CH:17]([O:20][C:21]([N:23]1[C:36]2[C:28](=[CH:29][C:30]3[CH2:31][CH2:32][CH2:33][C:34]=3[CH:35]=2)[CH:27]([NH:7][CH2:6][C:5]2[CH:4]=[C:3]([C:2]([F:15])([F:16])[F:1])[CH:10]=[C:9]([C:11]([F:14])([F:12])[F:13])[CH:8]=2)[CH2:26][CH2:25][CH2:24]1)=[O:22])([CH3:19])[CH3:18], predict the reactants needed to synthesize it. The reactants are: [F:1][C:2]([F:16])([F:15])[C:3]1[CH:4]=[C:5]([CH:8]=[C:9]([C:11]([F:14])([F:13])[F:12])[CH:10]=1)[CH2:6][NH2:7].[CH:17]([O:20][C:21]([N:23]1[C:36]2[C:28](=[CH:29][C:30]3[CH2:31][CH2:32][CH2:33][C:34]=3[CH:35]=2)[C:27](=O)[CH2:26][CH2:25][CH2:24]1)=[O:22])([CH3:19])[CH3:18].[BH4-].[Na+]. (2) Given the product [Cl:1][C:2]1[N:7]=[CH:6][C:5]([S:8]([N:11]([CH2:35][CH:36]([OH:25])[CH2:37][OH:38])[C:15]2[CH:20]=[CH:19][CH:18]=[CH:17][CH:16]=2)(=[O:10])=[O:9])=[CH:4][CH:3]=1, predict the reactants needed to synthesize it. The reactants are: [Cl:1][C:2]1[N:7]=[CH:6][C:5]([S:8]([N:11]([C:15]2[CH:20]=[CH:19][CH:18]=[CH:17][CH:16]=2)CC=C)(=[O:10])=[O:9])=[CH:4][CH:3]=1.C[N+]1([O-])CC[O:25]CC1.CCCCCC.[CH2:35]1C[O:38][CH2:37][CH2:36]1. (3) Given the product [C:24]1([O:15][C:14]([C:8]2[O:9][C:10]3[C:5]([C:6](=[O:23])[C:7]=2[C:17]2[S:18][CH:19]=[C:20]([CH3:22])[N:21]=2)=[CH:4][C:3]([CH2:1][CH3:2])=[C:12]([OH:13])[CH:11]=3)=[O:16])[CH:29]=[CH:28][CH:27]=[CH:26][CH:25]=1, predict the reactants needed to synthesize it. The reactants are: [CH2:1]([C:3]1[CH:4]=[C:5]2[C:10](=[CH:11][C:12]=1[OH:13])[O:9][C:8]([C:14]([O-:16])=[O:15])=[C:7]([C:17]1[S:18][CH:19]=[C:20]([CH3:22])[N:21]=1)[C:6]2=[O:23])[CH3:2].[C:24]1(O)[CH:29]=[CH:28][CH:27]=[CH:26][CH:25]=1. (4) Given the product [CH3:25][N:23]1[CH:24]=[C:20]([C:16]2[C:14]3[N:15]=[C:10]([O:6][CH:3]([CH2:4][CH3:5])[C:2]([F:8])([F:7])[F:1])[N:11]=[C:12]([OH:26])[C:13]=3[CH:19]=[CH:18][N:17]=2)[N:21]=[CH:22]1, predict the reactants needed to synthesize it. The reactants are: [F:1][C:2]([F:8])([F:7])[CH:3]([OH:6])[CH2:4][CH3:5].Cl[C:10]1[N:11]=[C:12]([OH:26])[C:13]2[CH:19]=[CH:18][N:17]=[C:16]([C:20]3[N:21]=[CH:22][N:23]([CH3:25])[CH:24]=3)[C:14]=2[N:15]=1. (5) The reactants are: [C:1]1([OH:7])[CH:6]=[CH:5][CH:4]=[CH:3][CH:2]=1.Cl[C:9]1[C:18]2[C:13](=[CH:14][C:15]([O:19][CH3:20])=[CH:16][CH:17]=2)[CH:12]=[C:11]([NH:21][C:22]2[CH:26]=[C:25]([CH3:27])[NH:24][N:23]=2)[N:10]=1. Given the product [CH3:20][O:19][C:15]1[CH:14]=[C:13]2[C:18](=[CH:17][CH:16]=1)[C:9]([O:7][C:1]1[CH:6]=[CH:5][CH:4]=[CH:3][CH:2]=1)=[N:10][C:11]([NH:21][C:22]1[CH:26]=[C:25]([CH3:27])[NH:24][N:23]=1)=[CH:12]2, predict the reactants needed to synthesize it. (6) The reactants are: [CH2:1]1[C:5]2([CH2:10][CH2:9][CH:8]([O:11][C:12]3[CH:13]=[C:14]4[C:19](=[CH:20][CH:21]=3)[CH:18]=[C:17]([CH2:22][OH:23])[CH:16]=[CH:15]4)[CH2:7][CH2:6]2)[CH2:4][CH2:3][CH2:2]1.C(Cl)Cl.CC(OI1(OC(C)=O)(OC(C)=O)OC(=O)C2C=CC=CC1=2)=O. Given the product [CH2:4]1[C:5]2([CH2:10][CH2:9][CH:8]([O:11][C:12]3[CH:13]=[C:14]4[C:19](=[CH:20][CH:21]=3)[CH:18]=[C:17]([CH:22]=[O:23])[CH:16]=[CH:15]4)[CH2:7][CH2:6]2)[CH2:1][CH2:2][CH2:3]1, predict the reactants needed to synthesize it.